From a dataset of Full USPTO retrosynthesis dataset with 1.9M reactions from patents (1976-2016). Predict the reactants needed to synthesize the given product. (1) Given the product [C:14]([NH:18][C:19]([C:2]1[CH:7]=[CH:6][CH:5]=[C:4]([Br:8])[N:3]=1)=[O:20])([CH3:17])([CH3:16])[CH3:15], predict the reactants needed to synthesize it. The reactants are: Br[C:2]1[CH:7]=[CH:6][CH:5]=[C:4]([Br:8])[N:3]=1.C([Li])CCC.[C:14]([N:18]=[C:19]=[O:20])([CH3:17])([CH3:16])[CH3:15]. (2) Given the product [Cl:1][C:2]1[CH:7]=[CH:6][C:5]([CH:8]([C:20]2[CH:32]=[CH:31][C:23]([O:24][CH2:25][CH2:26][CH2:27][C:28]([OH:30])=[O:29])=[C:22]([F:33])[CH:21]=2)[CH2:9]/[C:10](=[N:36]\[OH:37])/[C:12]2[CH:17]=[CH:16][C:15](=[O:18])[N:14]([CH3:19])[CH:13]=2)=[C:4]([CH3:34])[CH:3]=1, predict the reactants needed to synthesize it. The reactants are: [Cl:1][C:2]1[CH:7]=[CH:6][C:5]([CH:8]([C:20]2[CH:32]=[CH:31][C:23]([O:24][CH2:25][CH2:26][CH2:27][C:28]([OH:30])=[O:29])=[C:22]([F:33])[CH:21]=2)[CH2:9][C:10]([C:12]2[CH:17]=[CH:16][C:15](=[O:18])[N:14]([CH3:19])[CH:13]=2)=O)=[C:4]([CH3:34])[CH:3]=1.Cl.[NH2:36][OH:37].C(=O)([O-])O.[Na+].